This data is from Reaction yield outcomes from USPTO patents with 853,638 reactions. The task is: Predict the reaction yield, written as a fraction of the theoretical maximum amount of product (1.0 means a 100% yield; for example, 0.34 means a 34% yield). (1) The reactants are C([O:4][C:5]1[CH:6]=[C:7]([CH:11]=[CH:12][C:13]([NH:15][C@H:16]([C:27]([O:29]C)=[O:28])[CH2:17][C:18]2[C:26]3[C:21](=[CH:22][CH:23]=[CH:24][CH:25]=3)[NH:20][CH:19]=2)=[O:14])[CH:8]=[CH:9][CH:10]=1)(=O)C.[OH-].[Na+:32]. The catalyst is CO. The product is [OH:4][C:5]1[CH:6]=[C:7]([CH:11]=[CH:12][C:13]([NH:15][C@H:16]([C:27]([O-:29])=[O:28])[CH2:17][C:18]2[C:26]3[C:21](=[CH:22][CH:23]=[CH:24][CH:25]=3)[NH:20][CH:19]=2)=[O:14])[CH:8]=[CH:9][CH:10]=1.[Na+:32]. The yield is 0.650. (2) The product is [ClH:19].[Cl:19][C:16]1[CH:17]=[CH:18][C:11]2[CH2:10][CH2:9][NH:8][CH2:14][CH2:13][C:12]=2[C:15]=1[S:20][CH2:21][C:33]([F:41])([F:40])[C:34]1[CH:39]=[CH:38][CH:37]=[CH:36][N:35]=1. No catalyst specified. The reactants are C(OC([N:8]1[CH2:14][CH2:13][C:12]2[C:15]([S:20][C:21](=O)N(C)C)=[C:16]([Cl:19])[CH:17]=[CH:18][C:11]=2[CH2:10][CH2:9]1)=O)(C)(C)C.FC(F)(F)S(OC[C:33]([F:41])([F:40])[C:34]1[CH:39]=[CH:38][CH:37]=[CH:36][N:35]=1)(=O)=O. The yield is 0.660. (3) The reactants are [N+:1]([C:4]1[CH:9]=[CH:8][C:7]([C:10]2[S:11][CH:12]=[CH:13][CH:14]=2)=[CH:6][C:5]=1[NH:15][C:16]([NH:18][CH2:19][CH:20]1[CH2:25][CH2:24][NH:23][CH2:22][CH2:21]1)=[O:17])([O-])=O. The catalyst is CO.[Pd]. The product is [NH2:1][C:4]1[CH:9]=[CH:8][C:7]([C:10]2[S:11][CH:12]=[CH:13][CH:14]=2)=[CH:6][C:5]=1[NH:15][C:16]([NH:18][CH2:19][CH:20]1[CH2:25][CH2:24][NH:23][CH2:22][CH2:21]1)=[O:17]. The yield is 0.650. (4) The reactants are [C:1]([OH:10])(=[O:9])/[CH:2]=[CH:3]\[CH:4]=[CH:5]\[C:6]([OH:8])=[O:7].II. The catalyst is C(#N)C. The product is [C:1]([OH:10])(=[O:9])/[CH:2]=[CH:3]/[CH:4]=[CH:5]/[C:6]([OH:8])=[O:7]. The yield is 0.800.